From a dataset of NCI-60 drug combinations with 297,098 pairs across 59 cell lines. Regression. Given two drug SMILES strings and cell line genomic features, predict the synergy score measuring deviation from expected non-interaction effect. (1) Drug 1: C1=NNC2=C1C(=O)NC=N2. Drug 2: C1CCC(C(C1)N)N.C(=O)(C(=O)[O-])[O-].[Pt+4]. Cell line: A498. Synergy scores: CSS=28.9, Synergy_ZIP=-6.03, Synergy_Bliss=0.907, Synergy_Loewe=-14.5, Synergy_HSA=-0.213. (2) Drug 1: C1=CC=C(C(=C1)C(C2=CC=C(C=C2)Cl)C(Cl)Cl)Cl. Drug 2: B(C(CC(C)C)NC(=O)C(CC1=CC=CC=C1)NC(=O)C2=NC=CN=C2)(O)O. Cell line: OVCAR-8. Synergy scores: CSS=53.9, Synergy_ZIP=2.15, Synergy_Bliss=2.65, Synergy_Loewe=-55.2, Synergy_HSA=-0.365. (3) Drug 1: CN1C2=C(C=C(C=C2)N(CCCl)CCCl)N=C1CCCC(=O)O.Cl. Drug 2: N.N.Cl[Pt+2]Cl. Cell line: KM12. Synergy scores: CSS=15.3, Synergy_ZIP=-5.59, Synergy_Bliss=3.47, Synergy_Loewe=-13.9, Synergy_HSA=-1.01. (4) Drug 1: CCC1(CC2CC(C3=C(CCN(C2)C1)C4=CC=CC=C4N3)(C5=C(C=C6C(=C5)C78CCN9C7C(C=CC9)(C(C(C8N6C=O)(C(=O)OC)O)OC(=O)C)CC)OC)C(=O)OC)O.OS(=O)(=O)O. Drug 2: CC1C(C(CC(O1)OC2CC(OC(C2O)C)OC3=CC4=CC5=C(C(=O)C(C(C5)C(C(=O)C(C(C)O)O)OC)OC6CC(C(C(O6)C)O)OC7CC(C(C(O7)C)O)OC8CC(C(C(O8)C)O)(C)O)C(=C4C(=C3C)O)O)O)O. Synergy scores: CSS=40.6, Synergy_ZIP=0.410, Synergy_Bliss=-1.37, Synergy_Loewe=0.513, Synergy_HSA=-0.709. Cell line: HOP-92. (5) Drug 1: C1CCC(C1)C(CC#N)N2C=C(C=N2)C3=C4C=CNC4=NC=N3. Drug 2: C#CCC(CC1=CN=C2C(=N1)C(=NC(=N2)N)N)C3=CC=C(C=C3)C(=O)NC(CCC(=O)O)C(=O)O. Cell line: HCT-15. Synergy scores: CSS=-4.23, Synergy_ZIP=0.239, Synergy_Bliss=-1.90, Synergy_Loewe=-3.12, Synergy_HSA=-3.34.